Dataset: Catalyst prediction with 721,799 reactions and 888 catalyst types from USPTO. Task: Predict which catalyst facilitates the given reaction. (1) Reactant: [OH-].[Na+].[CH2:3]([NH:10][C:11](=[O:37])[N:12]([C:14]1[CH:15]=[C:16]([C:20]2[CH:25]=[CH:24][C:23]([CH2:26][CH2:27][C:28]([O:30]C)=[O:29])=[CH:22][C:21]=2[O:32][CH2:33][CH2:34][O:35][CH3:36])[CH:17]=[CH:18][CH:19]=1)[CH3:13])[CH2:4][CH2:5][CH2:6][CH2:7][CH2:8][CH3:9]. Product: [CH2:3]([NH:10][C:11](=[O:37])[N:12]([C:14]1[CH:15]=[C:16]([C:20]2[CH:25]=[CH:24][C:23]([CH2:26][CH2:27][C:28]([OH:30])=[O:29])=[CH:22][C:21]=2[O:32][CH2:33][CH2:34][O:35][CH3:36])[CH:17]=[CH:18][CH:19]=1)[CH3:13])[CH2:4][CH2:5][CH2:6][CH2:7][CH2:8][CH3:9]. The catalyst class is: 5. (2) Reactant: [C:1]([C:5]1[N:10]=[C:9]([N:11]2[CH2:16][CH2:15][N:14]([CH2:17][CH2:18][CH2:19][CH2:20][NH2:21])[CH2:13][CH2:12]2)[CH:8]=[C:7]([C:22]([CH3:25])([CH3:24])[CH3:23])[N:6]=1)([CH3:4])([CH3:3])[CH3:2].C1N=CN([C:31](N2C=NC=C2)=[O:32])C=1.[C:38]1([S:44]([N:47]2[CH2:52][CH2:51][NH:50][CH2:49][CH2:48]2)(=[O:46])=[O:45])[CH:43]=[CH:42][CH:41]=[CH:40][CH:39]=1. Product: [C:1]([C:5]1[N:10]=[C:9]([N:11]2[CH2:12][CH2:13][N:14]([CH2:17][CH2:18][CH2:19][CH2:20][NH:21][C:31]([N:50]3[CH2:51][CH2:52][N:47]([S:44]([C:38]4[CH:43]=[CH:42][CH:41]=[CH:40][CH:39]=4)(=[O:46])=[O:45])[CH2:48][CH2:49]3)=[O:32])[CH2:15][CH2:16]2)[CH:8]=[C:7]([C:22]([CH3:25])([CH3:24])[CH3:23])[N:6]=1)([CH3:4])([CH3:3])[CH3:2]. The catalyst class is: 147. (3) Reactant: OCC[NH:4][C:5](=[O:9])[C:6]([CH3:8])=[CH2:7].C(N([CH2:15][CH3:16])CC)C.[C:17](Cl)(=[O:20])[CH:18]=[CH2:19]. Product: [C:17]([CH2:15][CH2:16][CH:7]=[C:6]([CH3:8])[C:5]([NH2:4])=[O:9])([CH:18]=[CH2:19])=[O:20]. The catalyst class is: 22.